This data is from Forward reaction prediction with 1.9M reactions from USPTO patents (1976-2016). The task is: Predict the product of the given reaction. (1) Given the reactants Cl[C:2]1[CH:11]=[CH:10][N:9]=[C:8]2[C:3]=1[CH:4]=[CH:5][C:6]([CH3:12])=[N:7]2.[NH2:13][C:14]1[CH:15]=[C:16]([CH:26]=[CH:27][C:28]=1[S:29][C:30]1[CH:35]=[CH:34][CH:33]=[CH:32][CH:31]=1)[CH2:17][NH:18][C:19](=[O:25])[O:20][C:21]([CH3:24])([CH3:23])[CH3:22], predict the reaction product. The product is: [CH3:12][C:6]1[N:7]=[C:8]2[C:3]([C:2]([NH:13][C:14]3[CH:15]=[C:16]([CH2:17][NH:18][C:19](=[O:25])[O:20][C:21]([CH3:23])([CH3:22])[CH3:24])[CH:26]=[CH:27][C:28]=3[S:29][C:30]3[CH:35]=[CH:34][CH:33]=[CH:32][CH:31]=3)=[CH:11][CH:10]=[N:9]2)=[CH:4][CH:5]=1. (2) Given the reactants [F:1][C:2]([F:11])([F:10])[C:3]1[CH:4]=[CH:5][C:6]([NH2:9])=[N:7][CH:8]=1.[CH:12]([C:14]1[CH:15]=[C:16]([CH:19]=[CH:20][CH:21]=1)[C:17]#[N:18])=O.O.C1(C)C=CC(S(O)(=O)=O)=CC=1.[N+:34]([C:36]([CH3:39])([CH3:38])[CH3:37])#[C-:35], predict the reaction product. The product is: [C:36]([NH:34][C:35]1[N:7]2[CH:8]=[C:3]([C:2]([F:1])([F:10])[F:11])[CH:4]=[CH:5][C:6]2=[N:9][C:12]=1[C:14]1[CH:15]=[C:16]([CH:19]=[CH:20][CH:21]=1)[C:17]#[N:18])([CH3:39])([CH3:38])[CH3:37].